The task is: Predict the product of the given reaction.. This data is from Forward reaction prediction with 1.9M reactions from USPTO patents (1976-2016). (1) Given the reactants C(=O)([O-])[O-].[Na+].[Na+].[CH:7]([O:10][C:11]1[CH:16]=[CH:15][C:14]([CH3:17])=[CH:13][C:12]=1B(O)O)([CH3:9])[CH3:8].Br[C:22]1[CH:23]=[CH:24][C:25]([N:28]2[CH2:32][CH2:31][C@@H:30]([CH2:33][NH:34][C:35](=[O:56])[C:36]3[CH:41]=[CH:40][C:39]([C:42]4[O:43][C:44]5[C:50]([CH:51]([CH3:53])[CH3:52])=[CH:49][C:48]([C:54]#[N:55])=[CH:47][C:45]=5[N:46]=4)=[CH:38][CH:37]=3)[CH2:29]2)=[N:26][CH:27]=1.O, predict the reaction product. The product is: [C:54]([C:48]1[CH:49]=[C:50]([CH:51]([CH3:53])[CH3:52])[C:44]2[O:43][C:42]([C:39]3[CH:40]=[CH:41][C:36]([C:35]([NH:34][CH2:33][C@@H:30]4[CH2:31][CH2:32][N:28]([C:25]5[CH:24]=[CH:23][C:22]([C:12]6[CH:13]=[C:14]([CH3:17])[CH:15]=[CH:16][C:11]=6[O:10][CH:7]([CH3:9])[CH3:8])=[CH:27][N:26]=5)[CH2:29]4)=[O:56])=[CH:37][CH:38]=3)=[N:46][C:45]=2[CH:47]=1)#[N:55]. (2) Given the reactants [NH2:1][C:2]1[C:6]2[C:7](=[O:28])[N:8]([CH:23]([CH:25]3[CH2:27][CH2:26]3)[CH3:24])[CH:9]=[C:10]([C:11]3[CH:15]=[C:14]([N:16]4[CH2:21][CH2:20][O:19][CH2:18][CH2:17]4)[N:13]([CH3:22])[N:12]=3)[C:5]=2[NH:4][N:3]=1.C(=O)=O.CO.C(NCC)C, predict the reaction product. The product is: [NH2:1][C:2]1[C:6]2[C:7](=[O:28])[N:8]([C@H:23]([CH:25]3[CH2:26][CH2:27]3)[CH3:24])[CH:9]=[C:10]([C:11]3[CH:15]=[C:14]([N:16]4[CH2:21][CH2:20][O:19][CH2:18][CH2:17]4)[N:13]([CH3:22])[N:12]=3)[C:5]=2[NH:4][N:3]=1. (3) The product is: [CH3:9][O:8][C:6]([C:5]1[CH:4]=[CH:3][N:21]=[C:22]([NH2:24])[N:23]=1)([O:10][CH3:11])[CH3:7]. Given the reactants CN(C)[CH:3]=[CH:4][C:5](=O)[C:6]([O:10][CH3:11])([O:8][CH3:9])[CH3:7].C(=O)([O-])[O-].[K+].[K+].Cl.[NH2:21][C:22]([NH2:24])=[NH:23], predict the reaction product. (4) Given the reactants [C:1]([O:5][C:6](=[O:25])[NH:7][C@H:8]1[C:14](=[O:15])[N:13]([CH2:16][C:17]([F:20])([F:19])[F:18])[C:12]2[CH:21]=[CH:22][CH:23]=[CH:24][C:11]=2[NH:10][CH2:9]1)([CH3:4])([CH3:3])[CH3:2].C(=O)([O-])[O-].[K+].[K+].O1[CH2:36][CH2:35][CH2:34][CH2:33]1.BrCC1CC1, predict the reaction product. The product is: [C:1]([O:5][C:6](=[O:25])[NH:7][C@H:8]1[C:14](=[O:15])[N:13]([CH2:16][C:17]([F:20])([F:19])[F:18])[C:12]2[CH:21]=[CH:22][CH:23]=[CH:24][C:11]=2[N:10]([CH2:33][CH:34]2[CH2:36][CH2:35]2)[CH2:9]1)([CH3:4])([CH3:2])[CH3:3]. (5) Given the reactants [F:1][C:2]1[CH:3]=[C:4]([S:27](Cl)(=[O:29])=[O:28])[CH:5]=[CH:6][C:7]=1[O:8][C:9]1[CH:14]=[CH:13][C:12]([C:15]2[CH:20]=[CH:19][CH:18]=[CH:17][CH:16]=2)=[CH:11][C:10]=1[C:21]1[N:25]([CH3:26])[N:24]=[CH:23][CH:22]=1.[NH2:31][C:32]1[S:33][CH:34]=[CH:35][N:36]=1, predict the reaction product. The product is: [F:1][C:2]1[CH:3]=[C:4]([S:27]([NH:31][C:32]2[S:33][CH:34]=[CH:35][N:36]=2)(=[O:29])=[O:28])[CH:5]=[CH:6][C:7]=1[O:8][C:9]1[CH:14]=[CH:13][C:12]([C:15]2[CH:20]=[CH:19][CH:18]=[CH:17][CH:16]=2)=[CH:11][C:10]=1[C:21]1[N:25]([CH3:26])[N:24]=[CH:23][CH:22]=1.